Dataset: Reaction yield outcomes from USPTO patents with 853,638 reactions. Task: Predict the reaction yield, written as a fraction of the theoretical maximum amount of product (1.0 means a 100% yield; for example, 0.34 means a 34% yield). The reactants are [F:1][C:2]1[CH:3]=[C:4]([CH:6]=[CH:7][C:8]=1[N+:9]([O-:11])=[O:10])[NH2:5].[Br:12]Br.C([O-])([O-])=O.[Na+].[Na+]. The catalyst is C(O)(=O)C. The product is [Br:12][C:6]1[CH:7]=[C:8]([N+:9]([O-:11])=[O:10])[C:2]([F:1])=[CH:3][C:4]=1[NH2:5]. The yield is 0.840.